Task: Predict the reactants needed to synthesize the given product.. Dataset: Full USPTO retrosynthesis dataset with 1.9M reactions from patents (1976-2016) (1) Given the product [CH3:15][C:12]1([CH3:16])[C:8]2[C:7](=[CH:6][N:5]([CH3:1])[C:10](=[O:11])[CH:9]=2)[NH:14][CH2:13]1, predict the reactants needed to synthesize it. The reactants are: [CH2:1]([N:5]1[C:10](=[O:11])[CH:9]=[C:8]2[C:12]([CH3:16])([CH3:15])[CH2:13][NH:14][C:7]2=[CH:6]1)C(C)C.IC. (2) Given the product [C:1]1(=[O:8])[NH:7][CH2:6][CH2:5][CH2:4][CH2:3][CH2:2]1.[S-:9][C:10]#[N:11].[NH4+:12], predict the reactants needed to synthesize it. The reactants are: [C:1]1(=[O:8])[NH:7][CH2:6][CH2:5][CH2:4][CH2:3][CH2:2]1.[S-:9][C:10]#[N:11].[NH4+:12]. (3) Given the product [Cl:14][C:12]1[C:13]2[N:8]([C:7]([CH:15]3[CH2:18][CH2:17][CH2:16]3)=[CH:6][C:5]=2[C:3]([NH:28][CH2:27][CH:24]2[CH2:25][CH2:26][C:21]([F:29])([F:20])[CH2:22][CH2:23]2)=[O:4])[CH:9]=[CH:10][CH:11]=1, predict the reactants needed to synthesize it. The reactants are: CO[C:3]([C:5]1[CH:6]=[C:7]([CH:15]2[CH2:18][CH2:17][CH2:16]2)[N:8]2[C:13]=1[C:12]([Cl:14])=[CH:11][CH:10]=[CH:9]2)=[O:4].Cl.[F:20][C:21]1([F:29])[CH2:26][CH2:25][CH:24]([CH2:27][NH2:28])[CH2:23][CH2:22]1.C(N(C(C)C)C(C)C)C.N12CCN(CC1)CC2.C[Al](C)C. (4) Given the product [C:18]([C:2]1[CH:12]=[CH:11][C:5]2[NH:6][C:7](=[O:10])[CH2:8][O:9][C:4]=2[CH:3]=1)(=[O:20])[CH3:19], predict the reactants needed to synthesize it. The reactants are: Br[C:2]1[CH:12]=[CH:11][C:5]2[NH:6][C:7](=[O:10])[CH2:8][O:9][C:4]=2[CH:3]=1.C([Sn](CCCC)(CCCC)[C:18]([O:20]CC)=[CH2:19])CCC. (5) Given the product [C:23]([C:27]1[CH:28]=[C:29]([C:33]([N:15]([C:13]2[C:12]([N+:16]([O-:18])=[O:17])=[CH:11][CH:10]=[C:9]([C:4]3[CH:5]=[CH:6][CH:7]=[CH:8][C:3]=3[C:2]([F:1])([F:19])[F:20])[N:14]=2)[C:33]([C:29]2[N:30]([CH3:32])[N:31]=[C:27]([C:23]([CH3:25])([CH3:24])[CH3:26])[CH:28]=2)=[O:34])=[O:34])[N:30]([CH3:32])[N:31]=1)([CH3:26])([CH3:25])[CH3:24], predict the reactants needed to synthesize it. The reactants are: [F:1][C:2]([F:20])([F:19])[C:3]1[CH:8]=[CH:7][CH:6]=[CH:5][C:4]=1[C:9]1[N:14]=[C:13]([NH2:15])[C:12]([N+:16]([O-:18])=[O:17])=[CH:11][CH:10]=1.[H-].[Na+].[C:23]([C:27]1[CH:28]=[C:29]([C:33](Cl)=[O:34])[N:30]([CH3:32])[N:31]=1)([CH3:26])([CH3:25])[CH3:24]. (6) Given the product [ClH:1].[C:16]([NH:15][C:12]1[CH:13]=[CH:14][C:9]([O:8][C:7]2[C:6]([F:20])=[C:5]([C@H:21]([NH:24][C@@H:34]([CH3:36])[CH2:33][C:32]([NH2:38])=[O:37])[CH2:22][CH3:23])[CH:4]=[CH:3][C:2]=2[Cl:1])=[CH:10][C:11]=1[CH3:19])(=[O:18])[CH3:17], predict the reactants needed to synthesize it. The reactants are: [Cl:1][C:2]1[C:7]([O:8][C:9]2[CH:14]=[CH:13][C:12]([NH:15][C:16](=[O:18])[CH3:17])=[C:11]([CH3:19])[CH:10]=2)=[C:6]([F:20])[C:5]([C@H:21]([NH:24][S@@](C(C)(C)C)=O)[CH2:22][CH3:23])=[CH:4][CH:3]=1.Cl.[C:32]([NH2:38])(=[O:37])[CH2:33][C:34]([CH3:36])=O. (7) Given the product [NH2:22][C:18]1[CH:19]=[C:20]2[C:15](=[CH:16][CH:17]=1)[CH2:14][N:13]([C:11](=[O:12])[C@H:10]([NH:25][C:26](=[O:32])[O:27][C:28]([CH3:29])([CH3:30])[CH3:31])[CH2:9][C:3]1[CH:4]=[CH:5][C:6]([Cl:8])=[CH:7][C:2]=1[Cl:1])[CH2:21]2, predict the reactants needed to synthesize it. The reactants are: [Cl:1][C:2]1[CH:7]=[C:6]([Cl:8])[CH:5]=[CH:4][C:3]=1[CH2:9][C@@H:10]([NH:25][C:26](=[O:32])[O:27][C:28]([CH3:31])([CH3:30])[CH3:29])[C:11]([N:13]1[CH2:21][C:20]2[C:15](=[CH:16][CH:17]=[C:18]([N+:22]([O-])=O)[CH:19]=2)[CH2:14]1)=[O:12].[H][H].